From a dataset of Reaction yield outcomes from USPTO patents with 853,638 reactions. Predict the reaction yield, written as a fraction of the theoretical maximum amount of product (1.0 means a 100% yield; for example, 0.34 means a 34% yield). (1) The reactants are [CH3:1][N:2]1[C:10]2[C:5](=[CH:6][CH:7]=[CH:8][CH:9]=2)[C:4]([C:11]2[C:12](=[O:24])[NH:13][C:14](=[O:23])[C:15]=2[C:16]2[CH:21]=[CH:20][CH:19]=[C:18]([NH2:22])[CH:17]=2)=[CH:3]1.[NH:25]1[CH:29]=[CH:28][N:27]=[C:26]1[CH:30]=O.[BH3-]C#N.[Na+]. The catalyst is CO. The product is [CH3:1][N:2]1[C:10]2[C:5](=[CH:6][CH:7]=[CH:8][CH:9]=2)[C:4]([C:11]2[C:12](=[O:24])[NH:13][C:14](=[O:23])[C:15]=2[C:16]2[CH:21]=[CH:20][CH:19]=[C:18]([NH:22][CH2:30][C:26]3[NH:25][CH:29]=[CH:28][N:27]=3)[CH:17]=2)=[CH:3]1. The yield is 0.200. (2) The reactants are [F:1][C:2]1[CH:15]=[C:14]([N+:16]([O-:18])=[O:17])[CH:13]=[CH:12][C:3]=1[O:4][C:5]1[N:10]=[CH:9][N:8]=[C:7]([NH2:11])[CH:6]=1.C(N(CC)CC)C.Cl[C:27]([O:29][C:30]1[CH:35]=[CH:34][CH:33]=[CH:32][CH:31]=1)=[O:28].CCCCCC. The catalyst is O1CCCC1.C(OCC)C. The product is [C:30]1([O:29][C:27](=[O:28])[NH:11][C:7]2[CH:6]=[C:5]([O:4][C:3]3[CH:12]=[CH:13][C:14]([N+:16]([O-:18])=[O:17])=[CH:15][C:2]=3[F:1])[N:10]=[CH:9][N:8]=2)[CH:35]=[CH:34][CH:33]=[CH:32][CH:31]=1. The yield is 0.668. (3) The reactants are [CH3:1][N:2]([S:20]([C:23]1[S:24][CH:25]=[CH:26][CH:27]=1)(=[O:22])=[O:21])[C:3]1[CH:4]=[C:5]([O:15][C:16]([F:19])([F:18])[F:17])[CH:6]=[C:7]2[C:11]=1[NH:10][C:9]([C:12]([NH2:14])=O)=[CH:8]2.COC1C=CC(P2(SP(C3C=CC(OC)=CC=3)(=S)S2)=[S:37])=CC=1.[C:50]([O:55][CH2:56][CH3:57])(=[O:54])[C:51]#[C:52][CH3:53].C(P(CCCC)CCCC)CCC. The catalyst is O1CCCC1.C1(C)C=CC=CC=1. The product is [CH3:1][N:2]([S:20]([C:23]1[S:24][CH:25]=[CH:26][CH:27]=1)(=[O:22])=[O:21])[C:3]1[CH:4]=[C:5]([O:15][C:16]([F:17])([F:19])[F:18])[CH:6]=[C:7]2[C:11]=1[NH:10][C:9]([C:12]1[S:37][CH:52]([CH2:51][C:50]([O:55][CH2:56][CH3:57])=[O:54])[CH2:53][N:14]=1)=[CH:8]2. The yield is 0.410. (4) The catalyst is ClCCl.Cl. The product is [OH:19][CH2:18][CH2:17][C:13]1[C:12](=[O:21])[N:11]([C:3]2[CH:4]=[CH:5][C:6]([N+:8]([O-:10])=[O:9])=[CH:7][C:2]=2[CH3:1])[CH:16]=[CH:15][CH:14]=1. The yield is 0.840. The reactants are [CH3:1][C:2]1[CH:7]=[C:6]([N+:8]([O-:10])=[O:9])[CH:5]=[CH:4][C:3]=1[N:11]1[CH:16]=[CH:15][CH:14]=[C:13]([CH2:17][C:18](O)=[O:19])[C:12]1=[O:21].[Cl-].[Na+]. (5) The reactants are [NH2:1][C:2]1[C:11]2[C:6](=[C:7](I)[CH:8]=[CH:9][CH:10]=2)[N:5]=[N:4][C:3]=1[C:13]([NH:15][CH2:16][CH2:17][CH3:18])=[O:14].[CH3:19][O:20][C:21]1[CH:26]=[CH:25][C:24](B(O)O)=[CH:23][CH:22]=1. No catalyst specified. The product is [NH2:1][C:2]1[C:11]2[C:6](=[C:7]([C:24]3[CH:25]=[CH:26][C:21]([O:20][CH3:19])=[CH:22][CH:23]=3)[CH:8]=[CH:9][CH:10]=2)[N:5]=[N:4][C:3]=1[C:13]([NH:15][CH2:16][CH2:17][CH3:18])=[O:14]. The yield is 0.700.